Predict which catalyst facilitates the given reaction. From a dataset of Catalyst prediction with 721,799 reactions and 888 catalyst types from USPTO. (1) Reactant: C(O)(C(F)(F)F)=O.[NH2:8][C:9](=[O:45])[CH2:10][C:11]1[CH:44]=[CH:43][CH:42]=[CH:41][C:12]=1[CH2:13][CH2:14][C:15]1[C:20]([CH3:21])=[CH:19][N:18]=[C:17]([NH:22][C:23]2[CH:24]=[N:25][N:26]([CH:28]3[CH2:33][CH2:32][N:31](C(OC(C)(C)C)=O)[CH2:30][CH2:29]3)[CH:27]=2)[N:16]=1. Product: [CH3:21][C:20]1[C:15]([CH2:14][CH2:13][C:12]2[CH:41]=[CH:42][CH:43]=[CH:44][C:11]=2[CH2:10][C:9]([NH2:8])=[O:45])=[N:16][C:17]([NH:22][C:23]2[CH:24]=[N:25][N:26]([CH:28]3[CH2:33][CH2:32][NH:31][CH2:30][CH2:29]3)[CH:27]=2)=[N:18][CH:19]=1. The catalyst class is: 2. (2) Reactant: CC1(C)C(C)(C)OB([C:9]2[CH:14]=[CH:13][C:12]([S:15]([C:18]3[CH:19]=[CH:20][C:21]([NH2:24])=[N:22][CH:23]=3)(=[O:17])=[O:16])=[CH:11][CH:10]=2)O1.Cl[C:27]1[N:32]=[CH:31][C:30]([C:33]([OH:42])([C:38]([F:41])([F:40])[F:39])[C:34]([F:37])([F:36])[F:35])=[CH:29][N:28]=1.C(=O)([O-])[O-].[Cs+].[Cs+].COCCOC. Product: [NH2:24][C:21]1[N:22]=[CH:23][C:18]([S:15]([C:12]2[CH:11]=[CH:10][C:9]([C:27]3[N:28]=[CH:29][C:30]([C:33]([OH:42])([C:34]([F:35])([F:36])[F:37])[C:38]([F:40])([F:41])[F:39])=[CH:31][N:32]=3)=[CH:14][CH:13]=2)(=[O:16])=[O:17])=[CH:19][CH:20]=1. The catalyst class is: 6. (3) Reactant: [Cl:1][C:2]1[C:3]([NH:16][CH:17]2[CH2:24][CH:20]3[CH2:21][NH:22][CH2:23][CH:19]3[CH2:18]2)=[N:4][C:5]([NH:8][C:9]2[C:10]([CH3:15])=[N:11][N:12]([CH3:14])[CH:13]=2)=[N:6][CH:7]=1.[C:25]([CH2:27][C:28](O)=[O:29])#[N:26].CN(C(ON1N=NC2C=CC=NC1=2)=[N+](C)C)C.F[P-](F)(F)(F)(F)F.CCN(CC)CC. Product: [Cl:1][C:2]1[C:3]([NH:16][CH:17]2[CH2:24][CH:20]3[CH2:21][N:22]([C:28](=[O:29])[CH2:27][C:25]#[N:26])[CH2:23][CH:19]3[CH2:18]2)=[N:4][C:5]([NH:8][C:9]2[C:10]([CH3:15])=[N:11][N:12]([CH3:14])[CH:13]=2)=[N:6][CH:7]=1. The catalyst class is: 59.